This data is from Experimentally validated miRNA-target interactions with 360,000+ pairs, plus equal number of negative samples. The task is: Binary Classification. Given a miRNA mature sequence and a target amino acid sequence, predict their likelihood of interaction. (1) The miRNA is hsa-miR-3910 with sequence AAAGGCAUAAAACCAAGACA. The protein sequence of the target gene is MASSAEGDEGTVVALAGVLQSGFQELSLNKLATSLGASEQALRLIISIFLGYPFALFYRHYLFYKETYLIHLFHTFTGLSIAYFNFGNQLYHSLLCIVLQFLILRLMGRTITAVLTTFCFQMAYLLAGYYYTATGNYDIKWTMPHCVLTLKLIGLAVDYFDGGKDQNSLSSEQQKYAIRGVPSLLEVAGFSYFYGAFLVGPQFSMNHYMKLVQGELIDIPGKIPNSIIPALKRLSLGLFYLVGYTLLSPHITEDYLLTEDYDNHPFWFRCMYMLIWGKFVLYKYVTCWLVTEGVCILTGL.... Result: 1 (interaction). (2) The miRNA is mmu-miR-466n-3p with sequence UAUACAUGAGAGCAUACAUAGA. The protein sequence of the target gene is MDPRECVCMSGGICMCGDNCKCTTCNCKTYWKSCCPCCPPGCAKCARGCICKGGSDKCSCCP. Result: 0 (no interaction). (3) The miRNA is hsa-miR-4423-5p with sequence AGUUGCCUUUUUGUUCCCAUGC. The protein sequence of the target gene is MAAPMLRWGCRGRRWAFARVDGGSCHRRGAPTGSTSNQIRGESSVAQQPLHTAQKTRKGEHKWAAVVGLEIHAQISSNSKLFSGSQVRFSAPPNSLVSFFDASLPGTLPVLNRRCVEAAVMTGLALNCHINKKSLFDRKHYFYADLPAGYQITQQRLPIAVNGSLIYGVCAGKKQSQVIPKTVRIKQIQLEQDSGKSLHDNLRSQTLIDLNRAGVGLLEVVLEPDMSCGEEAATAVRELQLILQALGTSQANMAEGQLRVDANISVHHPGEPLGVRTEVKNLNSIRFLAKAIDYEIQRQI.... Result: 0 (no interaction).